From a dataset of Catalyst prediction with 721,799 reactions and 888 catalyst types from USPTO. Predict which catalyst facilitates the given reaction. Reactant: [OH:1][C:2]1[CH:9]=[CH:8][C:5]([CH:6]=O)=[CH:4][CH:3]=1.[C:10]([O:17][CH3:18])(=[O:16])[CH2:11][C:12]([O:14][CH3:15])=[O:13].C1(C)C=CC=CC=1.N1CCCCC1. Product: [OH:1][C:2]1[CH:9]=[CH:8][C:5]([CH:6]=[C:11]([C:10]([O:17][CH3:18])=[O:16])[C:12]([O:14][CH3:15])=[O:13])=[CH:4][CH:3]=1. The catalyst class is: 15.